This data is from Catalyst prediction with 721,799 reactions and 888 catalyst types from USPTO. The task is: Predict which catalyst facilitates the given reaction. (1) Reactant: [CH2:1]([O:8][C:9](=[O:25])[C:10]1[CH:15]=[CH:14][C:13]([O:16][CH2:17][C:18]2[CH:23]=[CH:22][CH:21]=[CH:20][CH:19]=2)=[CH:12][C:11]=1Br)[C:2]1[CH:7]=[CH:6][CH:5]=[CH:4][CH:3]=1.[C:26]([Si:30]([CH3:44])([CH3:43])[O:31][C:32]1[CH:41]=[CH:40][C:39]2[C:34](=[C:35]([NH2:42])[CH:36]=[CH:37][CH:38]=2)[CH:33]=1)([CH3:29])([CH3:28])[CH3:27].C1(P(C2CCCCC2)C2C=CC=CC=2C2C=CC=CC=2N(C)C)CCCCC1.[H-].[Na+].Cl. Product: [CH2:1]([O:8][C:9](=[O:25])[C:10]1[CH:15]=[CH:14][C:13]([O:16][CH2:17][C:18]2[CH:23]=[CH:22][CH:21]=[CH:20][CH:19]=2)=[CH:12][C:11]=1[NH:42][C:35]1[C:34]2[C:39](=[CH:40][CH:41]=[C:32]([O:31][Si:30]([C:26]([CH3:29])([CH3:28])[CH3:27])([CH3:43])[CH3:44])[CH:33]=2)[CH:38]=[CH:37][CH:36]=1)[C:2]1[CH:7]=[CH:6][CH:5]=[CH:4][CH:3]=1. The catalyst class is: 491. (2) Reactant: C([O:9][C@@H:10]([CH2:80][C:81]([Br:83])=[CH2:82])[CH2:11][CH2:12][C@@:13]12[O:79][C@@H:16]3[C@H:17]4[C@@H:22]([O:23][C@@H:15]3[CH2:14]1)[C@@H:21]([O:24]2)[C@H:20]1[O:25][C@@H:26]([CH2:29][C:30](=[O:78])[CH2:31][C@@H:32]2[C@@H:36]([O:37][CH3:38])[C@@H:35]([CH2:39][C@H:40]([O:50][Si:51]([C:54]([CH3:57])([CH3:56])[CH3:55])([CH3:53])[CH3:52])[CH2:41][O:42][Si:43]([C:46]([CH3:49])([CH3:48])[CH3:47])([CH3:45])[CH3:44])[O:34][C@H:33]2[CH2:58][C@@H:59]2[C:64](=[CH2:65])[C@H:63]([CH3:66])[CH2:62][C@H:61]([CH2:67][CH2:68][CH2:69][O:70][Si](CC)(CC)CC)[O:60]2)[CH2:27][CH2:28][C@@H:19]1[O:18]4)(=O)C1C=CC=CC=1.C(=O)([O-])[O-].[K+].[K+]. Product: [Si:51]([O:50][C@H:40]([CH2:41][O:42][Si:43]([C:46]([CH3:47])([CH3:49])[CH3:48])([CH3:45])[CH3:44])[CH2:39][C@H:35]1[O:34][C@@H:33]([CH2:58][C@@H:59]2[C:64](=[CH2:65])[C@H:63]([CH3:66])[CH2:62][C@H:61]([CH2:67][CH2:68][CH2:69][OH:70])[O:60]2)[C@H:32]([CH2:31][C:30](=[O:78])[CH2:29][C@@H:26]2[O:25][C@@H:20]3[C@@H:21]4[O:24][C@:13]5([CH2:12][CH2:11][C@@H:10]([OH:9])[CH2:80][C:81]([Br:83])=[CH2:82])[O:79][C@H:16]6[C@@H:15]([CH2:14]5)[O:23][C@@H:22]4[C@H:17]6[O:18][C@H:19]3[CH2:28][CH2:27]2)[C@H:36]1[O:37][CH3:38])([C:54]([CH3:55])([CH3:57])[CH3:56])([CH3:52])[CH3:53]. The catalyst class is: 92.